This data is from Catalyst prediction with 721,799 reactions and 888 catalyst types from USPTO. The task is: Predict which catalyst facilitates the given reaction. (1) Reactant: [C:1]([C:4]1[CH:5]=[CH:6][C:7]([CH:23]2[CH2:28][CH2:27][N:26](C(OC(C)(C)C)=O)[CH2:25][CH2:24]2)=[N:8][C:9]=1[C:10]1[CH:15]=[CH:14][C:13]([O:16][C:17]2[CH:22]=[CH:21][CH:20]=[CH:19][CH:18]=2)=[CH:12][CH:11]=1)(=[O:3])[NH2:2].C(O)(C(F)(F)F)=O. Product: [O:16]([C:13]1[CH:12]=[CH:11][C:10]([C:9]2[N:8]=[C:7]([CH:23]3[CH2:28][CH2:27][NH:26][CH2:25][CH2:24]3)[CH:6]=[CH:5][C:4]=2[C:1]([NH2:2])=[O:3])=[CH:15][CH:14]=1)[C:17]1[CH:22]=[CH:21][CH:20]=[CH:19][CH:18]=1. The catalyst class is: 4. (2) Reactant: [CH2:1]([O:3][C:4](=[O:28])[NH:5][C:6]1[CH:11]=[CH:10][CH:9]=[C:8]([C:12]([C:14]2[C:19](=[O:20])[CH:18]=[CH:17][N:16]([C:21]3[CH:26]=[CH:25][C:24]([Cl:27])=[CH:23][CH:22]=3)[N:15]=2)=[O:13])[CH:7]=1)[CH3:2].[BH4-].[Na+].Cl. Product: [CH2:1]([O:3][C:4](=[O:28])[NH:5][C:6]1[CH:11]=[CH:10][CH:9]=[C:8]([CH:12]([C:14]2[C:19](=[O:20])[CH:18]=[CH:17][N:16]([C:21]3[CH:22]=[CH:23][C:24]([Cl:27])=[CH:25][CH:26]=3)[N:15]=2)[OH:13])[CH:7]=1)[CH3:2]. The catalyst class is: 5. (3) Reactant: [CH3:1][C:2]([C:4]([O:6][CH3:7])=[O:5])=[CH2:3].[CH3:8][CH2:9][O:10][Si:11]([O:18][CH2:19][CH3:20])([O:15][CH2:16][CH3:17])[O:12][CH2:13][CH3:14]. Product: [CH3:3][C:2]([C:4]([O:6][CH3:7])=[O:5])=[CH2:1].[CH3:14][CH2:13][O:12][Si:11]([O:10][CH2:9][CH3:8])([O:15][CH2:16][CH3:17])[O:18][CH2:19][CH3:20]. The catalyst class is: 6. (4) Reactant: Cl[C:2]1[CH:7]=[C:6]([CH3:8])[CH:5]=[C:4]([Cl:9])[N:3]=1.C(N(CC)C(C)C)(C)C.[CH2:19]([NH2:26])[C:20]1[CH:25]=[CH:24][CH:23]=[CH:22][CH:21]=1. Product: [CH2:19]([NH:26][C:2]1[CH:7]=[C:6]([CH3:8])[CH:5]=[C:4]([Cl:9])[N:3]=1)[C:20]1[CH:25]=[CH:24][CH:23]=[CH:22][CH:21]=1. The catalyst class is: 179. (5) Reactant: CS([O:5][CH2:6][CH2:7][CH2:8][CH2:9][CH2:10][CH2:11][CH2:12][CH2:13]/[CH:14]=[CH:15]\[CH2:16]/[CH:17]=[CH:18]\[CH2:19][CH2:20][CH2:21][CH2:22][CH3:23])(=O)=O.[C:24]1([N:30]2[CH2:35][CH2:34][N:33]([CH2:36][CH:37](O)[CH2:38][OH:39])[CH2:32][CH2:31]2)[CH:29]=[CH:28][CH:27]=[CH:26][CH:25]=1.[H-].[Na+]. Product: [CH2:6]([O:5][CH:37]([CH2:38][O:39][CH2:6][CH2:7][CH2:8][CH2:9][CH2:10][CH2:11][CH2:12][CH2:13]/[CH:14]=[CH:15]\[CH2:16]/[CH:17]=[CH:18]\[CH2:19][CH2:20][CH2:21][CH2:22][CH3:23])[CH2:36][N:33]1[CH2:34][CH2:35][N:30]([C:24]2[CH:29]=[CH:28][CH:27]=[CH:26][CH:25]=2)[CH2:31][CH2:32]1)[CH2:7][CH2:8][CH2:9][CH2:10][CH2:11][CH2:12][CH2:13]/[CH:14]=[CH:15]\[CH2:16]/[CH:17]=[CH:18]\[CH2:19][CH2:20][CH2:21][CH2:22][CH3:23]. The catalyst class is: 11.